From a dataset of Reaction yield outcomes from USPTO patents with 853,638 reactions. Predict the reaction yield, written as a fraction of the theoretical maximum amount of product (1.0 means a 100% yield; for example, 0.34 means a 34% yield). (1) The reactants are [NH2:1][C:2]1[C:3]([C:15]([NH2:17])=[O:16])=[N:4][C:5]([C:8]2[CH:13]=[CH:12][CH:11]=[C:10](Br)[CH:9]=2)=[CH:6][N:7]=1.[C:18]([C@:20]1([OH:27])[CH2:24][CH2:23][N:22]([CH3:25])[C:21]1=[O:26])#[CH:19]. No catalyst specified. The product is [NH2:1][C:2]1[C:3]([C:15]([NH2:17])=[O:16])=[N:4][C:5]([C:8]2[CH:13]=[CH:12][CH:11]=[C:10]([C:19]#[C:18][C@:20]3([OH:27])[CH2:24][CH2:23][N:22]([CH3:25])[C:21]3=[O:26])[CH:9]=2)=[CH:6][N:7]=1. The yield is 0.144. (2) The reactants are [N:1]1[CH:6]=[CH:5][N:4]=[CH:3][C:2]=1[C:7]1[CH:15]=[CH:14][C:10]([C:11](O)=[O:12])=[CH:9][CH:8]=1.S(Cl)([Cl:18])=O. No catalyst specified. The product is [N:1]1[CH:6]=[CH:5][N:4]=[CH:3][C:2]=1[C:7]1[CH:15]=[CH:14][C:10]([C:11]([Cl:18])=[O:12])=[CH:9][CH:8]=1. The yield is 0.990. (3) The reactants are Cl[C:2]1[C:7]([CH:8]([CH2:13][CH2:14][CH3:15])[C:9]([O:11][CH3:12])=[O:10])=[C:6]([CH3:16])[N:5]=[C:4]([N:17]2[CH2:22][CH2:21][CH2:20][CH2:19][CH2:18]2)[N:3]=1.C(N(CC)C(C)C)(C)C.[N:32]1[C:41]2[C:36](=[CH:37][CH:38]=[CH:39][C:40]=2B(O)O)[CH:35]=[CH:34][CH:33]=1. The catalyst is COCCOC.O.C1C=CC([P]([Pd]([P](C2C=CC=CC=2)(C2C=CC=CC=2)C2C=CC=CC=2)([P](C2C=CC=CC=2)(C2C=CC=CC=2)C2C=CC=CC=2)[P](C2C=CC=CC=2)(C2C=CC=CC=2)C2C=CC=CC=2)(C2C=CC=CC=2)C2C=CC=CC=2)=CC=1. The product is [CH3:16][C:6]1[C:7]([CH:8]([CH2:13][CH2:14][CH3:15])[C:9]([O:11][CH3:12])=[O:10])=[C:2]([C:40]2[CH:39]=[CH:38][CH:37]=[C:36]3[C:41]=2[N:32]=[CH:33][CH:34]=[CH:35]3)[N:3]=[C:4]([N:17]2[CH2:22][CH2:21][CH2:20][CH2:19][CH2:18]2)[N:5]=1. The yield is 0.520. (4) The reactants are [CH3:1][O:2][C:3]1[CH:17]=[C:16]([O:18][CH3:19])[CH:15]=[CH:14][C:4]=1[CH2:5][NH:6][C:7](=[O:13])[O:8][C:9]([CH3:12])([CH3:11])[CH3:10].C([Li])CCC.Cl[CH2:26][O:27][CH3:28]. The catalyst is C1COCC1. The product is [CH3:1][O:2][C:3]1[CH:17]=[C:16]([O:18][CH3:19])[CH:15]=[CH:14][C:4]=1[CH2:5][N:6]([CH2:26][O:27][CH3:28])[C:7](=[O:13])[O:8][C:9]([CH3:12])([CH3:11])[CH3:10]. The yield is 1.04. (5) The reactants are [CH:1]([C:4]1[C:9](=[O:10])[NH:8][C:7](=[O:11])[NH:6][C:5]=1[C:12]([C:14]1[CH:15]=[C:16]([CH:19]=[C:20]([CH3:22])[CH:21]=1)[C:17]#[N:18])=[O:13])([CH3:3])[CH3:2].C(=O)([O-])[O-].[K+].[K+].[CH2:29]([O:31][C:32](=[O:37])[CH:33]=[CH:34][CH2:35]Br)[CH3:30].[I-].[Li+]. The catalyst is CN(C=O)C.C(OCC)(=O)C. The product is [CH2:29]([O:31][C:32](=[O:37])[CH:33]=[CH:34][CH2:35][N:6]1[C:5]([C:12](=[O:13])[C:14]2[CH:21]=[C:20]([CH3:22])[CH:19]=[C:16]([C:17]#[N:18])[CH:15]=2)=[C:4]([CH:1]([CH3:3])[CH3:2])[C:9](=[O:10])[NH:8][C:7]1=[O:11])[CH3:30]. The yield is 0.680.